Dataset: Peptide-MHC class I binding affinity with 185,985 pairs from IEDB/IMGT. Task: Regression. Given a peptide amino acid sequence and an MHC pseudo amino acid sequence, predict their binding affinity value. This is MHC class I binding data. (1) The peptide sequence is LTMVAGAVW. The MHC is HLA-A26:01 with pseudo-sequence HLA-A26:01. The binding affinity (normalized) is 0.213. (2) The peptide sequence is KTDIVNTTY. The MHC is HLA-B15:09 with pseudo-sequence HLA-B15:09. The binding affinity (normalized) is 0.0847. (3) The peptide sequence is KRRRTPKK. The MHC is Mamu-B08 with pseudo-sequence Mamu-B08. The binding affinity (normalized) is 0.269. (4) The binding affinity (normalized) is 0.0847. The MHC is HLA-A02:01 with pseudo-sequence HLA-A02:01. The peptide sequence is FTNKLINGY. (5) The peptide sequence is FMSHVKSVT. The MHC is HLA-A68:02 with pseudo-sequence HLA-A68:02. The binding affinity (normalized) is 0.273.